This data is from Catalyst prediction with 721,799 reactions and 888 catalyst types from USPTO. The task is: Predict which catalyst facilitates the given reaction. (1) Reactant: [OH:1][C@@H:2]1[CH2:6][CH2:5][N:4]([C:7]([O:9][C:10]([CH3:13])([CH3:12])[CH3:11])=[O:8])[CH2:3]1.[H-].[Na+].Cl[C:17]1[N:18]=[C:19]([NH:28][C:29]2[CH:34]=[CH:33][C:32]([N:35]3[CH2:40][CH2:39][CH:38]([N:41]4[CH2:46][CH2:45][N:44]([CH3:47])[CH2:43][CH2:42]4)[CH2:37][CH2:36]3)=[C:31]([CH3:48])[CH:30]=2)[C:20]([C:25]([NH2:27])=[O:26])=[N:21][C:22]=1[CH2:23][CH3:24]. Product: [C:25]([C:20]1[N:21]=[C:22]([CH2:23][CH3:24])[C:17]([O:1][C@@H:2]2[CH2:6][CH2:5][N:4]([C:7]([O:9][C:10]([CH3:13])([CH3:12])[CH3:11])=[O:8])[CH2:3]2)=[N:18][C:19]=1[NH:28][C:29]1[CH:34]=[CH:33][C:32]([N:35]2[CH2:40][CH2:39][CH:38]([N:41]3[CH2:42][CH2:43][N:44]([CH3:47])[CH2:45][CH2:46]3)[CH2:37][CH2:36]2)=[C:31]([CH3:48])[CH:30]=1)(=[O:26])[NH2:27]. The catalyst class is: 9. (2) Reactant: [Br:1][C:2]1[N:6]([C:7]([CH3:10])([CH3:9])[CH3:8])[N:5]=[CH:4][C:3]=1[C:11]1[S:12][CH:13]=[C:14]([CH2:16][C:17]([OH:19])=O)[N:15]=1.CN(C(ON1N=NC2C=CC=NC1=2)=[N+](C)C)C.F[P-](F)(F)(F)(F)F.CCN(C(C)C)C(C)C.[O:53]1[CH2:58][CH2:57][CH:56]([CH2:59][NH2:60])[CH2:55][CH2:54]1. Product: [Br:1][C:2]1[N:6]([C:7]([CH3:8])([CH3:9])[CH3:10])[N:5]=[CH:4][C:3]=1[C:11]1[S:12][CH:13]=[C:14]([CH2:16][C:17]([NH:60][CH2:59][CH:56]2[CH2:57][CH2:58][O:53][CH2:54][CH2:55]2)=[O:19])[N:15]=1. The catalyst class is: 18. (3) Reactant: [O:1]1[C:5]2[CH:6]=[CH:7][CH:8]=[C:9]([CH2:10][C:11]([OH:13])=O)[C:4]=2[CH:3]=[CH:2]1.CCN=C=NCCCN(C)C.Cl.[NH2:26][CH:27]1[CH2:32][CH2:31][N:30]([CH2:33][C:34]2[CH:39]=[CH:38][CH:37]=[CH:36][CH:35]=2)[CH2:29][CH2:28]1. Product: [CH:2]1[O:1][CH:5]=[C:4]2[C:9]([CH2:10][C:11]([NH:26][CH:27]3[CH2:32][CH2:31][N:30]([CH2:33][C:34]4[CH:39]=[CH:38][CH:37]=[CH:36][CH:35]=4)[CH2:29][CH2:28]3)=[O:13])=[CH:8][CH:7]=[CH:6][C:3]=12. The catalyst class is: 79.